Dataset: NCI-60 drug combinations with 297,098 pairs across 59 cell lines. Task: Regression. Given two drug SMILES strings and cell line genomic features, predict the synergy score measuring deviation from expected non-interaction effect. Drug 1: CN1CCC(CC1)COC2=C(C=C3C(=C2)N=CN=C3NC4=C(C=C(C=C4)Br)F)OC. Drug 2: C1=NC2=C(N=C(N=C2N1C3C(C(C(O3)CO)O)O)F)N. Cell line: A498. Synergy scores: CSS=16.4, Synergy_ZIP=-2.76, Synergy_Bliss=2.49, Synergy_Loewe=-6.45, Synergy_HSA=1.58.